From a dataset of Forward reaction prediction with 1.9M reactions from USPTO patents (1976-2016). Predict the product of the given reaction. (1) Given the reactants Br[C:2]1[CH:10]=[C:9]([CH3:11])[C:5]([C:6]([NH2:8])=[O:7])=[C:4]([F:12])[CH:3]=1.[CH:13]1(B(O)O)[CH2:15][CH2:14]1.C1(P(C2CCCCC2)C2CCCCC2)CCCCC1.C(=O)([O-])[O-].[K+].[K+], predict the reaction product. The product is: [CH:13]1([C:2]2[CH:10]=[C:9]([CH3:11])[C:5]([C:6]([NH2:8])=[O:7])=[C:4]([F:12])[CH:3]=2)[CH2:15][CH2:14]1. (2) Given the reactants C(OC([N:8]1[CH2:13][CH2:12][N:11]([C:14]2[CH:19]=[C:18]([NH2:20])[CH:17]=[CH:16][C:15]=2[O:21][CH3:22])[CH2:10][CH2:9]1)=O)(C)(C)C.[F:23][CH:24]([F:38])[O:25][C:26]1[CH:27]=[C:28]([S:34]([Cl:37])(=[O:36])=[O:35])[CH:29]=[CH:30][C:31]=1[O:32][CH3:33], predict the reaction product. The product is: [ClH:37].[F:38][CH:24]([F:23])[O:25][C:26]1[CH:27]=[C:28]([S:34]([NH:20][C:18]2[CH:17]=[CH:16][C:15]([O:21][CH3:22])=[C:14]([N:11]3[CH2:10][CH2:9][NH:8][CH2:13][CH2:12]3)[CH:19]=2)(=[O:36])=[O:35])[CH:29]=[CH:30][C:31]=1[O:32][CH3:33]. (3) Given the reactants CN[C:3]1[CH:11]=[CH:10][C:6](C(Cl)=O)=[CH:5][C:4]=1S(N1CCOCC1)(=O)=O.C(N(CC)CC)C.CCCCCC.[C:34]([O:37][CH2:38][CH3:39])(=[O:36])[CH3:35], predict the reaction product. The product is: [CH3:10][CH2:11][CH2:3][CH2:4][CH2:5][CH3:6].[C:34]([O:37][CH2:38][CH3:39])(=[O:36])[CH3:35]. (4) Given the reactants [CH3:1][C:2]1[CH:3]=[C:4]([CH:24]=[CH:25][C:26]=1[OH:27])[NH:5][C:6]1[C:15]2[C:10](=[CH:11][CH:12]=[CH:13][C:14]=2[O:16][CH:17]2[CH2:22][CH2:21][N:20]([CH3:23])[CH2:19][CH2:18]2)[N:9]=[CH:8][N:7]=1.[F:28][C:29]1[CH:36]=[CH:35][CH:34]=[CH:33][C:30]=1[CH2:31]Cl, predict the reaction product. The product is: [F:28][C:29]1[CH:36]=[CH:35][CH:34]=[CH:33][C:30]=1[CH2:31][O:27][C:26]1[CH:25]=[CH:24][C:4]([NH:5][C:6]2[C:15]3[C:10](=[CH:11][CH:12]=[CH:13][C:14]=3[O:16][CH:17]3[CH2:22][CH2:21][N:20]([CH3:23])[CH2:19][CH2:18]3)[N:9]=[CH:8][N:7]=2)=[CH:3][C:2]=1[CH3:1]. (5) Given the reactants CS([O:5][CH2:6][CH2:7][CH2:8][C:9]1[CH:14]=[CH:13][C:12]([O:15][CH2:16][C:17]2[CH:22]=[CH:21][CH:20]=[CH:19][CH:18]=2)=[CH:11][CH:10]=1)(=O)=O.C(OC1C=CC(CCCO)=CC=1)C1C=CC=CC=1.[CH3:41][S:42]([N:45]1[CH2:54][CH2:53][C:52]2[C:47](=[CH:48][CH:49]=[C:50](O)[CH:51]=2)[CH2:46]1)(=[O:44])=[O:43], predict the reaction product. The product is: [CH2:16]([O:15][C:12]1[CH:11]=[CH:10][C:9]([CH2:8][CH2:7][CH2:6][O:5][C:50]2[CH:51]=[C:52]3[C:47](=[CH:48][CH:49]=2)[CH2:46][N:45]([S:42]([CH3:41])(=[O:43])=[O:44])[CH2:54][CH2:53]3)=[CH:14][CH:13]=1)[C:17]1[CH:18]=[CH:19][CH:20]=[CH:21][CH:22]=1. (6) Given the reactants CO[C:3]([C@@H:5]1[CH2:9][C@H:8]([O:10][C:11]2[C:20]3[C:15](=[CH:16][C:17]([O:21][CH3:22])=[CH:18][CH:19]=3)[N:14]=[C:13]([C:23]3[CH:28]=[CH:27][CH:26]=[CH:25][CH:24]=3)[CH:12]=2)[CH2:7][C@H:6]1[C:29](=[O:42])[NH:30][C@H:31]([C:35]([O:37][C:38]([CH3:41])([CH3:40])[CH3:39])=[O:36])[CH2:32][CH2:33][CH3:34])=[O:4].[Li+].[OH-].Cl.C(OC(=O)[NH:52][C@H:53]([C:58](=[O:71])[NH:59][C@@H:60]([CH:65]1[CH2:70][CH2:69][CH2:68][CH2:67][CH2:66]1)[C:61](=[O:64])[NH:62][CH3:63])[C:54]([CH3:57])([CH3:56])[CH3:55])(C)(C)C.CN(C(ON1N=NC2C=CC=NC1=2)=[N+](C)C)C.F[P-](F)(F)(F)(F)F.C(OC([C@@H]1C[C@@H](O)C[C@H]1C(=O)N[C@]1(C(OCC)=O)C[C@H]1C=C)=O)(C)(C)C, predict the reaction product. The product is: [C:38]([O:37][C:35](=[O:36])[C@@H:31]([NH:30][C:29]([C@@H:6]1[CH2:7][C@@H:8]([O:10][C:11]2[C:20]3[C:15](=[CH:16][C:17]([O:21][CH3:22])=[CH:18][CH:19]=3)[N:14]=[C:13]([C:23]3[CH:24]=[CH:25][CH:26]=[CH:27][CH:28]=3)[CH:12]=2)[CH2:9][C@H:5]1[C:3](=[O:4])[NH:52][C@H:53]([C:58](=[O:71])[NH:59][C@@H:60]([CH:65]1[CH2:66][CH2:67][CH2:68][CH2:69][CH2:70]1)[C:61](=[O:64])[NH:62][CH3:63])[C:54]([CH3:56])([CH3:57])[CH3:55])=[O:42])[CH2:32][CH2:33][CH3:34])([CH3:40])([CH3:41])[CH3:39].